This data is from Catalyst prediction with 721,799 reactions and 888 catalyst types from USPTO. The task is: Predict which catalyst facilitates the given reaction. (1) Reactant: Cl.[CH2:2]([O:4][C:5]([C:7]1([CH2:20][O:21][CH2:22][C:23]2[CH:28]=[CH:27][CH:26]=[CH:25][CH:24]=2)[CH2:12][CH2:11][N:10](C(OC(C)(C)C)=O)[CH2:9][CH2:8]1)=[O:6])[CH3:3]. Product: [CH2:2]([O:4][C:5]([C:7]1([CH2:20][O:21][CH2:22][C:23]2[CH:24]=[CH:25][CH:26]=[CH:27][CH:28]=2)[CH2:8][CH2:9][NH:10][CH2:11][CH2:12]1)=[O:6])[CH3:3]. The catalyst class is: 12. (2) Reactant: [C:1]([O:5][C:6]([NH:8][CH:9]1[CH2:14][CH2:13][CH2:12][NH:11][CH2:10]1)=[O:7])([CH3:4])([CH3:3])[CH3:2].[CH3:15][O:16][C:17]([C:19]1[CH:20]=[C:21](OB(O)O)[CH:22]=[CH:23][CH:24]=1)=[O:18].C(N(CC)CC)C. Product: [C:1]([O:5][C:6]([NH:8][CH:9]1[CH2:14][CH2:13][CH2:12][N:11]([C:23]2[CH:24]=[C:19]([CH:20]=[CH:21][CH:22]=2)[C:17]([O:16][CH3:15])=[O:18])[CH2:10]1)=[O:7])([CH3:4])([CH3:2])[CH3:3]. The catalyst class is: 221. (3) Reactant: [Cl-:1].[Cl-].[Cl-].[Cl-].[Zr+4:5].[CH3:6][Si:7]([C:10]1([Si](C)(C)C)[CH:14]=[CH:13][CH:12]=[CH:11]1)([CH3:9])[CH3:8]. Product: [Cl-:1].[CH3:6][Si:7]([CH3:9])([CH3:8])[C:10]1[CH:14]=[CH:13][CH:12]([Zr+3:5])[CH:11]=1.[Cl-:1].[Cl-:1]. The catalyst class is: 11. (4) Reactant: [C:1]([O:4][CH2:5][CH3:6])(=[O:3])[CH3:2].CCCCCC.C[Si]([N-][Si](C)(C)C)(C)C.[Li+].[N+:23]([C:26]1[CH:33]=[CH:32][C:29]([CH:30]=[O:31])=[CH:28][CH:27]=1)([O-:25])=[O:24].[Cl-].[NH4+]. Product: [OH:31][CH:30]([C:29]1[CH:28]=[CH:27][C:26]([N+:23]([O-:25])=[O:24])=[CH:33][CH:32]=1)[CH2:2][C:1]([O:4][CH2:5][CH3:6])=[O:3]. The catalyst class is: 7. (5) Reactant: [CH:1]([O:4][C:5]1[CH:10]=[CH:9][C:8]([C:11]2[N:15]=[C:14]([C:16]3[CH:32]=[CH:31][C:19]([O:20][C@H:21]([CH3:30])[CH2:22][CH:23]([CH3:29])[C:24]([O:26]CC)=[O:25])=[CH:18][CH:17]=3)[O:13][N:12]=2)=[CH:7][C:6]=1[C:33]([F:36])([F:35])[F:34])([CH3:3])[CH3:2].[OH-].[Na+].CCCCC. Product: [CH:1]([O:4][C:5]1[CH:10]=[CH:9][C:8]([C:11]2[N:15]=[C:14]([C:16]3[CH:32]=[CH:31][C:19]([O:20][CH:21]([CH3:30])[CH2:22][C@@H:23]([CH3:29])[C:24]([OH:26])=[O:25])=[CH:18][CH:17]=3)[O:13][N:12]=2)=[CH:7][C:6]=1[C:33]([F:34])([F:35])[F:36])([CH3:2])[CH3:3]. The catalyst class is: 8. (6) Reactant: O[CH2:2][C:3]1[CH:4]=[CH:5][C:6]2[N:10]=[CH:9][N:8]([C:11]3[S:15][C:14]([C:16]([O:18][CH3:19])=[O:17])=[C:13]([O:20][C@@H:21]([C:23]4[CH:28]=[CH:27][CH:26]=[CH:25][C:24]=4[C:29]([F:32])([F:31])[F:30])[CH3:22])[CH:12]=3)[C:7]=2[CH:33]=1.C1(P(C2C=CC=CC=2)C2C=CC=CC=2)C=CC=CC=1.[Cl:53]N1C(=O)CCC1=O. Product: [Cl:53][CH2:2][C:3]1[CH:4]=[CH:5][C:6]2[N:10]=[CH:9][N:8]([C:11]3[S:15][C:14]([C:16]([O:18][CH3:19])=[O:17])=[C:13]([O:20][C@@H:21]([C:23]4[CH:28]=[CH:27][CH:26]=[CH:25][C:24]=4[C:29]([F:32])([F:31])[F:30])[CH3:22])[CH:12]=3)[C:7]=2[CH:33]=1. The catalyst class is: 448.